From a dataset of NCI-60 drug combinations with 297,098 pairs across 59 cell lines. Regression. Given two drug SMILES strings and cell line genomic features, predict the synergy score measuring deviation from expected non-interaction effect. (1) Drug 1: CC12CCC3C(C1CCC2O)C(CC4=C3C=CC(=C4)O)CCCCCCCCCS(=O)CCCC(C(F)(F)F)(F)F. Drug 2: C1=NNC2=C1C(=O)NC=N2. Cell line: OVCAR-8. Synergy scores: CSS=-4.78, Synergy_ZIP=-0.305, Synergy_Bliss=-3.89, Synergy_Loewe=-6.75, Synergy_HSA=-6.59. (2) Drug 2: CC12CCC3C(C1CCC2O)C(CC4=C3C=CC(=C4)O)CCCCCCCCCS(=O)CCCC(C(F)(F)F)(F)F. Synergy scores: CSS=11.1, Synergy_ZIP=-2.20, Synergy_Bliss=-0.464, Synergy_Loewe=3.16, Synergy_HSA=0.269. Cell line: SK-MEL-28. Drug 1: CCN(CC)CCNC(=O)C1=C(NC(=C1C)C=C2C3=C(C=CC(=C3)F)NC2=O)C. (3) Drug 1: C1CC(=O)NC(=O)C1N2CC3=C(C2=O)C=CC=C3N. Drug 2: CCN(CC)CCNC(=O)C1=C(NC(=C1C)C=C2C3=C(C=CC(=C3)F)NC2=O)C. Cell line: MCF7. Synergy scores: CSS=0.682, Synergy_ZIP=-0.804, Synergy_Bliss=-0.404, Synergy_Loewe=0.402, Synergy_HSA=-0.436. (4) Synergy scores: CSS=35.0, Synergy_ZIP=-3.21, Synergy_Bliss=-5.59, Synergy_Loewe=-18.8, Synergy_HSA=-4.92. Drug 2: C1C(C(OC1N2C=NC(=NC2=O)N)CO)O. Cell line: CCRF-CEM. Drug 1: CN1CCC(CC1)COC2=C(C=C3C(=C2)N=CN=C3NC4=C(C=C(C=C4)Br)F)OC. (5) Drug 1: CC1=CC=C(C=C1)C2=CC(=NN2C3=CC=C(C=C3)S(=O)(=O)N)C(F)(F)F. Drug 2: CC=C1C(=O)NC(C(=O)OC2CC(=O)NC(C(=O)NC(CSSCCC=C2)C(=O)N1)C(C)C)C(C)C. Cell line: HCC-2998. Synergy scores: CSS=45.8, Synergy_ZIP=8.32, Synergy_Bliss=11.8, Synergy_Loewe=-50.0, Synergy_HSA=4.43. (6) Cell line: SW-620. Drug 1: C1=NC(=NC(=O)N1C2C(C(C(O2)CO)O)O)N. Drug 2: CN1C2=C(C=C(C=C2)N(CCCl)CCCl)N=C1CCCC(=O)O.Cl. Synergy scores: CSS=36.9, Synergy_ZIP=-8.31, Synergy_Bliss=-2.92, Synergy_Loewe=-37.3, Synergy_HSA=-3.02. (7) Drug 1: CCC1(CC2CC(C3=C(CCN(C2)C1)C4=CC=CC=C4N3)(C5=C(C=C6C(=C5)C78CCN9C7C(C=CC9)(C(C(C8N6C)(C(=O)OC)O)OC(=O)C)CC)OC)C(=O)OC)O.OS(=O)(=O)O. Drug 2: C1CNP(=O)(OC1)N(CCCl)CCCl. Cell line: SK-MEL-28. Synergy scores: CSS=-0.328, Synergy_ZIP=-0.303, Synergy_Bliss=-1.56, Synergy_Loewe=-1.89, Synergy_HSA=-1.83.